This data is from Retrosynthesis with 50K atom-mapped reactions and 10 reaction types from USPTO. The task is: Predict the reactants needed to synthesize the given product. Given the product CC[C@]1(C(=O)N2C[C@@H]3C[C@H]2CN3C(=O)OC(C)(C)C)CC[C@@H](N[C@@H]2CCOC[C@H]2OC)C1, predict the reactants needed to synthesize it. The reactants are: CC[C@]1(C(=O)N2C[C@@H]3C[C@H]2CN3C(=O)OC(C)(C)C)CC[C@@H](N)C1.COC1COCCC1=O.